From a dataset of NCI-60 drug combinations with 297,098 pairs across 59 cell lines. Regression. Given two drug SMILES strings and cell line genomic features, predict the synergy score measuring deviation from expected non-interaction effect. (1) Drug 1: C(=O)(N)NO. Synergy scores: CSS=-2.87, Synergy_ZIP=1.74, Synergy_Bliss=2.06, Synergy_Loewe=-1.76, Synergy_HSA=-1.62. Drug 2: COC1=NC(=NC2=C1N=CN2C3C(C(C(O3)CO)O)O)N. Cell line: NCI-H322M. (2) Cell line: OVCAR3. Drug 2: CC1=C(C=C(C=C1)C(=O)NC2=CC(=CC(=C2)C(F)(F)F)N3C=C(N=C3)C)NC4=NC=CC(=N4)C5=CN=CC=C5. Drug 1: CC1=CC2C(CCC3(C2CCC3(C(=O)C)OC(=O)C)C)C4(C1=CC(=O)CC4)C. Synergy scores: CSS=-10.1, Synergy_ZIP=2.62, Synergy_Bliss=-5.84, Synergy_Loewe=-7.73, Synergy_HSA=-9.85. (3) Drug 1: CCC1=C2CN3C(=CC4=C(C3=O)COC(=O)C4(CC)O)C2=NC5=C1C=C(C=C5)O. Drug 2: CS(=O)(=O)CCNCC1=CC=C(O1)C2=CC3=C(C=C2)N=CN=C3NC4=CC(=C(C=C4)OCC5=CC(=CC=C5)F)Cl. Cell line: SN12C. Synergy scores: CSS=20.1, Synergy_ZIP=-1.27, Synergy_Bliss=-3.54, Synergy_Loewe=-30.9, Synergy_HSA=-3.92.